Task: Predict which catalyst facilitates the given reaction.. Dataset: Catalyst prediction with 721,799 reactions and 888 catalyst types from USPTO (1) Reactant: [SH:1][C:2]1[CH:3]=[C:4]([OH:8])[CH:5]=[CH:6][CH:7]=1.[CH3:9][C:10]([CH3:13])([O-])[CH3:11].[Na+].BrCC1CC1.[Cl:20][C:21]1[CH:22]=[C:23]([N+:28]([O-:30])=[O:29])[CH:24]=[CH:25][C:26]=1F. Product: [Cl:20][C:21]1[CH:22]=[C:23]([N+:28]([O-:30])=[O:29])[CH:24]=[CH:25][C:26]=1[O:8][C:4]1[CH:5]=[CH:6][CH:7]=[C:2]([S:1][CH2:9][CH:10]2[CH2:13][CH2:11]2)[CH:3]=1. The catalyst class is: 35. (2) The catalyst class is: 7. Reactant: [Br:1][C:2]1[CH:3]=[C:4]([N:8]2[C:17]3[C:12](=[CH:13][CH:14]=[CH:15][N:16]=3)[C:11](=[O:18])[C:10]([C:19](O)=[O:20])=[CH:9]2)[CH:5]=[CH:6][CH:7]=1.C(N(CC)CC)C.ClC(OCC(C)C)=O.[CH:37]([NH2:40])([CH3:39])[CH3:38]. Product: [CH:37]([NH:40][C:19]([C:10]1[C:11](=[O:18])[C:12]2[C:17](=[N:16][CH:15]=[CH:14][CH:13]=2)[N:8]([C:4]2[CH:5]=[CH:6][CH:7]=[C:2]([Br:1])[CH:3]=2)[CH:9]=1)=[O:20])([CH3:39])[CH3:38].